Dataset: Forward reaction prediction with 1.9M reactions from USPTO patents (1976-2016). Task: Predict the product of the given reaction. (1) Given the reactants [F-].[K+].[C:3]1([NH:9][S:10]([C:13]2[CH:14]=[C:15](/[CH:19]=[CH:20]/[C:21]([OH:23])=[O:22])[CH:16]=[CH:17][CH:18]=2)(=[O:12])=[O:11])[CH:8]=[CH:7][CH:6]=[CH:5][CH:4]=1.[C:24](#N)[CH3:25], predict the reaction product. The product is: [C:3]1([NH:9][S:10]([C:13]2[CH:14]=[C:15](/[CH:19]=[CH:20]/[C:21]([OH:23])=[O:22])[CH:16]=[CH:17][CH:18]=2)(=[O:12])=[O:11])[CH:4]=[CH:5][CH:6]=[CH:7][CH:8]=1.[CH2:24]([O:22][C:21](=[O:23])/[CH:20]=[CH:19]/[C:15]1[CH:16]=[CH:17][CH:18]=[C:13]([S:10](=[O:12])(=[O:11])[NH:9][C:3]2[CH:4]=[CH:5][CH:6]=[CH:7][CH:8]=2)[CH:14]=1)[CH3:25]. (2) Given the reactants [CH:1]1([C:4]2[C:13]3[C:8](=[CH:9][C:10]([O:14][CH3:15])=[CH:11][CH:12]=3)[C:7](=O)[NH:6][N:5]=2)[CH2:3][CH2:2]1.P(Cl)(Cl)([Cl:19])=O, predict the reaction product. The product is: [Cl:19][C:7]1[C:8]2[C:13](=[CH:12][CH:11]=[C:10]([O:14][CH3:15])[CH:9]=2)[C:4]([CH:1]2[CH2:3][CH2:2]2)=[N:5][N:6]=1. (3) Given the reactants [Br:1][C:2]1[CH:9]=[C:6]([CH:7]=O)[C:5]([OH:10])=[CH:4][CH:3]=1.Br[CH2:12][C:13](=[O:15])[CH3:14].C(=O)([O-])[O-].[K+].[K+], predict the reaction product. The product is: [C:13]([C:14]1[O:10][C:5]2[CH:4]=[CH:3][C:2]([Br:1])=[CH:9][C:6]=2[CH:7]=1)(=[O:15])[CH3:12].